From a dataset of Full USPTO retrosynthesis dataset with 1.9M reactions from patents (1976-2016). Predict the reactants needed to synthesize the given product. (1) Given the product [CH3:5][S:6]([CH3:8])=[N:15][C:14]1[CH:16]=[CH:17][C:11]([C:10]([F:9])([F:18])[F:19])=[CH:12][CH:13]=1, predict the reactants needed to synthesize it. The reactants are: S(=O)(=O)=O.[CH3:5][S:6]([CH3:8])=O.[F:9][C:10]([F:19])([F:18])[C:11]1[CH:17]=[CH:16][C:14]([NH2:15])=[CH:13][CH:12]=1. (2) Given the product [CH3:1][O:2][C:3]1[CH:4]=[C:5]2[C:6](=[CH:7][CH:8]=1)[C:12]([CH3:13])=[N:11][CH2:10][CH2:9]2, predict the reactants needed to synthesize it. The reactants are: [CH3:1][O:2][C:3]1[CH:4]=[C:5]([CH2:9][CH2:10][NH:11][C:12](=O)[CH3:13])[CH:6]=[CH:7][CH:8]=1.O=P12OP3(OP(OP(O3)(O1)=O)(=O)O2)=O.